Dataset: Catalyst prediction with 721,799 reactions and 888 catalyst types from USPTO. Task: Predict which catalyst facilitates the given reaction. (1) Reactant: O[CH:2]1[CH2:5][N:4]([C:6]([O:8][C:9]([CH3:12])([CH3:11])[CH3:10])=[O:7])[CH2:3]1.N1C=CN=C1.C1C=CC(P(C2C=CC=CC=2)C2C=CC=CC=2)=CC=1.[I:37]I.C([O-])(O)=O.[Na+]. Product: [I:37][CH:2]1[CH2:5][N:4]([C:6]([O:8][C:9]([CH3:12])([CH3:11])[CH3:10])=[O:7])[CH2:3]1. The catalyst class is: 11. (2) Reactant: [Br:1][C:2]1[CH:7]=[C:6]([C:8](O)([CH3:10])[CH3:9])[CH:5]=[C:4]([CH3:12])[N:3]=1.O.C(=O)(O)[O-].[Na+]. Product: [Br:1][C:2]1[CH:7]=[C:6]([C:8]([CH3:10])=[CH2:9])[CH:5]=[C:4]([CH3:12])[N:3]=1. The catalyst class is: 309. (3) Reactant: [CH2:1]([O:6][C:7]1[CH:8]=[C:9]([CH:14]=[CH:15][CH:16]=1)[C:10](OC)=[O:11])[C:2]([CH3:5])([CH3:4])[CH3:3].[H-].[Al+3].[Li+].[H-].[H-].[H-].O.[OH-].[Na+]. Product: [CH2:1]([O:6][C:7]1[CH:8]=[C:9]([CH:14]=[CH:15][CH:16]=1)[CH2:10][OH:11])[C:2]([CH3:5])([CH3:4])[CH3:3]. The catalyst class is: 7.